From a dataset of NCI-60 drug combinations with 297,098 pairs across 59 cell lines. Regression. Given two drug SMILES strings and cell line genomic features, predict the synergy score measuring deviation from expected non-interaction effect. (1) Cell line: HT29. Drug 1: CC1C(C(CC(O1)OC2CC(OC(C2O)C)OC3=CC4=CC5=C(C(=O)C(C(C5)C(C(=O)C(C(C)O)O)OC)OC6CC(C(C(O6)C)O)OC7CC(C(C(O7)C)O)OC8CC(C(C(O8)C)O)(C)O)C(=C4C(=C3C)O)O)O)O. Drug 2: CNC(=O)C1=NC=CC(=C1)OC2=CC=C(C=C2)NC(=O)NC3=CC(=C(C=C3)Cl)C(F)(F)F. Synergy scores: CSS=17.8, Synergy_ZIP=0.978, Synergy_Bliss=1.03, Synergy_Loewe=-46.2, Synergy_HSA=-1.00. (2) Drug 1: CC1OCC2C(O1)C(C(C(O2)OC3C4COC(=O)C4C(C5=CC6=C(C=C35)OCO6)C7=CC(=C(C(=C7)OC)O)OC)O)O. Drug 2: C1=CC(=CC=C1CC(C(=O)O)N)N(CCCl)CCCl.Cl. Cell line: ACHN. Synergy scores: CSS=71.3, Synergy_ZIP=7.43, Synergy_Bliss=8.10, Synergy_Loewe=5.75, Synergy_HSA=11.0. (3) Drug 1: COC1=CC(=CC(=C1O)OC)C2C3C(COC3=O)C(C4=CC5=C(C=C24)OCO5)OC6C(C(C7C(O6)COC(O7)C8=CC=CS8)O)O. Drug 2: C1CNP(=O)(OC1)N(CCCl)CCCl. Cell line: SF-539. Synergy scores: CSS=48.0, Synergy_ZIP=4.90, Synergy_Bliss=6.70, Synergy_Loewe=-67.8, Synergy_HSA=1.30. (4) Drug 1: COC1=CC(=CC(=C1O)OC)C2C3C(COC3=O)C(C4=CC5=C(C=C24)OCO5)OC6C(C(C7C(O6)COC(O7)C8=CC=CS8)O)O. Drug 2: C1=CC=C(C=C1)NC(=O)CCCCCCC(=O)NO. Cell line: SNB-19. Synergy scores: CSS=42.2, Synergy_ZIP=-1.04, Synergy_Bliss=-2.72, Synergy_Loewe=-12.2, Synergy_HSA=-2.61. (5) Drug 1: CC1=CC2C(CCC3(C2CCC3(C(=O)C)OC(=O)C)C)C4(C1=CC(=O)CC4)C. Drug 2: C1=NC2=C(N1)C(=S)N=C(N2)N. Cell line: HOP-62. Synergy scores: CSS=30.1, Synergy_ZIP=0.261, Synergy_Bliss=-2.10, Synergy_Loewe=-20.9, Synergy_HSA=-2.21. (6) Drug 1: C(CN)CNCCSP(=O)(O)O. Drug 2: COCCOC1=C(C=C2C(=C1)C(=NC=N2)NC3=CC=CC(=C3)C#C)OCCOC.Cl. Cell line: A549. Synergy scores: CSS=13.2, Synergy_ZIP=-2.39, Synergy_Bliss=0.347, Synergy_Loewe=-13.9, Synergy_HSA=-0.0489. (7) Drug 1: CS(=O)(=O)C1=CC(=C(C=C1)C(=O)NC2=CC(=C(C=C2)Cl)C3=CC=CC=N3)Cl. Drug 2: CC1CCC2CC(C(=CC=CC=CC(CC(C(=O)C(C(C(=CC(C(=O)CC(OC(=O)C3CCCCN3C(=O)C(=O)C1(O2)O)C(C)CC4CCC(C(C4)OC)OCCO)C)C)O)OC)C)C)C)OC. Cell line: DU-145. Synergy scores: CSS=19.8, Synergy_ZIP=-4.79, Synergy_Bliss=2.01, Synergy_Loewe=-8.87, Synergy_HSA=0.465. (8) Drug 1: CC1=CC2C(CCC3(C2CCC3(C(=O)C)OC(=O)C)C)C4(C1=CC(=O)CC4)C. Drug 2: CC(C)NC(=O)C1=CC=C(C=C1)CNNC.Cl. Cell line: COLO 205. Synergy scores: CSS=-2.21, Synergy_ZIP=2.16, Synergy_Bliss=-0.413, Synergy_Loewe=-4.28, Synergy_HSA=-4.30. (9) Drug 1: CS(=O)(=O)OCCCCOS(=O)(=O)C. Drug 2: CC(C)NC(=O)C1=CC=C(C=C1)CNNC.Cl. Cell line: CAKI-1. Synergy scores: CSS=6.85, Synergy_ZIP=-1.38, Synergy_Bliss=2.18, Synergy_Loewe=-1.09, Synergy_HSA=-0.526. (10) Drug 1: COC1=C(C=C2C(=C1)N=CN=C2NC3=CC(=C(C=C3)F)Cl)OCCCN4CCOCC4. Drug 2: CN(CC1=CN=C2C(=N1)C(=NC(=N2)N)N)C3=CC=C(C=C3)C(=O)NC(CCC(=O)O)C(=O)O. Cell line: U251. Synergy scores: CSS=34.9, Synergy_ZIP=-1.72, Synergy_Bliss=-0.301, Synergy_Loewe=0.841, Synergy_HSA=2.90.